This data is from Forward reaction prediction with 1.9M reactions from USPTO patents (1976-2016). The task is: Predict the product of the given reaction. (1) Given the reactants [F:1][C:2]1[CH:3]=[CH:4][C:5]([N+:15]([O-])=O)=[C:6]([NH:8][CH:9]2[CH2:12][CH:11]([C:13]#[N:14])[CH2:10]2)[CH:7]=1.[Cl-].[NH4+], predict the reaction product. The product is: [NH2:15][C:5]1[CH:4]=[CH:3][C:2]([F:1])=[CH:7][C:6]=1[NH:8][CH:9]1[CH2:10][CH:11]([C:13]#[N:14])[CH2:12]1. (2) The product is: [CH2:1]([C:5]1[N:6]([CH2:18][CH2:19][CH2:20][C:21]([Cl:27])=[O:23])[C:7]2[C:16]3[N:15]=[CH:14][CH:13]=[CH:12][C:11]=3[N:10]=[CH:9][C:8]=2[N:17]=1)[CH2:2][CH2:3][CH3:4]. Given the reactants [CH2:1]([C:5]1[N:6]([CH2:18][CH2:19][CH2:20][C:21]([OH:23])=O)[C:7]2[C:16]3[N:15]=[CH:14][CH:13]=[CH:12][C:11]=3[N:10]=[CH:9][C:8]=2[N:17]=1)[CH2:2][CH2:3][CH3:4].C(Cl)(=O)C([Cl:27])=O, predict the reaction product. (3) Given the reactants [Cl:1][C:2]1[C:11]2[C:6](=[C:7]([OH:12])[CH:8]=[CH:9][CH:10]=2)[N:5]=[CH:4][N:3]=1.C1(P(C2C=CC=CC=2)C2C=CC=CC=2)C=CC=CC=1.O[CH2:33][CH2:34][N:35]1[CH2:40][CH2:39][O:38][CH2:37][CH2:36]1.N(C(OCC)=O)=NC(OCC)=O, predict the reaction product. The product is: [Cl:1][C:2]1[C:11]2[C:6](=[C:7]([O:12][CH2:33][CH2:34][N:35]3[CH2:40][CH2:39][O:38][CH2:37][CH2:36]3)[CH:8]=[CH:9][CH:10]=2)[N:5]=[CH:4][N:3]=1. (4) Given the reactants [CH3:1][C:2]([C:8]1[C:13]([N+:14]([O-])=O)=[CH:12][C:11]([N:17]2[CH2:22][CH2:21][O:20][CH2:19][CH2:18]2)=[CH:10][N:9]=1)([CH3:7])[C:3](OC)=[O:4].C(O)(=O)C, predict the reaction product. The product is: [CH3:1][C:2]1([CH3:7])[C:8]2=[N:9][CH:10]=[C:11]([N:17]3[CH2:22][CH2:21][O:20][CH2:19][CH2:18]3)[CH:12]=[C:13]2[NH:14][C:3]1=[O:4]. (5) Given the reactants N[C@@H](CCCCNC(=O)COCC1C=CC=CC=1)C(NC1C=CC=C2C=1N=CC=C2)=O.[Cl:32][CH2:33][C:34]([NH:36][C:37]1[CH:42]=[CH:41][C:40]([CH2:43][OH:44])=[CH:39][CH:38]=1)=[O:35], predict the reaction product. The product is: [Cl:32][CH2:33][C:34]([NH:36][C:37]1[CH:42]=[CH:41][C:40]([CH:43]=[O:44])=[CH:39][CH:38]=1)=[O:35]. (6) Given the reactants [CH2:1]([NH:8][C:9]1[N:10]=[C:11]([S:18][CH3:19])[S:12][C:13]=1[C:14]([O:16][CH3:17])=[O:15])[C:2]1[CH:7]=[CH:6][CH:5]=[CH:4][CH:3]=1.C(C(CC)CNC1N=CC=CC=1C(OCC)=[O:28])C.N, predict the reaction product. The product is: [CH2:1]([N:8]1[C:9]2[N:10]=[C:11]([S:18][CH3:19])[S:12][C:13]=2[C:14](=[O:15])[O:16][C:17]1=[O:28])[C:2]1[CH:3]=[CH:4][CH:5]=[CH:6][CH:7]=1.